This data is from Catalyst prediction with 721,799 reactions and 888 catalyst types from USPTO. The task is: Predict which catalyst facilitates the given reaction. (1) Reactant: Br[C:2]1[CH:3]=[N:4][CH:5]=[C:6]([N+:9]([O-:11])=[O:10])[C:7]=1[NH2:8].[CH3:12][N:13]1[CH2:18][CH2:17][NH:16][CH2:15][CH2:14]1. Product: [CH3:12][N:13]1[CH2:18][CH2:17][N:16]([C:2]2[CH:3]=[N:4][CH:5]=[C:6]([N+:9]([O-:11])=[O:10])[C:7]=2[NH2:8])[CH2:15][CH2:14]1. The catalyst class is: 161. (2) Reactant: [CH2:1]([O:8][C:9](=[O:27])[NH:10][CH2:11][C@H:12]1[CH2:17][CH2:16][C@@H:15]([NH:18][C:19]2[CH:24]=[C:23](Cl)[N:22]=[C:21]([CH3:26])[N:20]=2)[CH2:14][CH2:13]1)[C:2]1[CH:7]=[CH:6][CH:5]=[CH:4][CH:3]=1.C[CH2:29][N:30](C(C)C)[CH:31](C)C.CNC. Product: [CH2:1]([O:8][C:9](=[O:27])[NH:10][CH2:11][C@H:12]1[CH2:17][CH2:16][C@@H:15]([NH:18][C:19]2[CH:24]=[C:23]([N:30]([CH3:31])[CH3:29])[N:22]=[C:21]([CH3:26])[N:20]=2)[CH2:14][CH2:13]1)[C:2]1[CH:7]=[CH:6][CH:5]=[CH:4][CH:3]=1. The catalyst class is: 41. (3) Reactant: [Cl:1][C:2]1[CH:7]=[CH:6][C:5]([CH2:8][C:9]2[C:18]3[C:13](=[CH:14][CH:15]=[CH:16][CH:17]=3)[C:12](=[O:19])[N:11]([CH:20]3[CH2:26][CH2:25][CH2:24][NH:23][CH2:22][CH2:21]3)[N:10]=2)=[CH:4][CH:3]=1.[CH:27]1([N:31]2[CH2:37][CH2:36][C:35]3[CH:38]=[CH:39][C:40]([CH:42]=O)=[CH:41][C:34]=3[CH2:33][CH2:32]2)[CH2:30][CH2:29][CH2:28]1.[C:44]([O:47][BH-](OC(=O)C)OC(=O)C)(=[O:46])C.[Na+]. Product: [CH:44]([OH:47])=[O:46].[CH:44]([OH:47])=[O:46].[Cl:1][C:2]1[CH:7]=[CH:6][C:5]([CH2:8][C:9]2[C:18]3[C:13](=[CH:14][CH:15]=[CH:16][CH:17]=3)[C:12](=[O:19])[N:11]([CH:20]3[CH2:26][CH2:25][CH2:24][N:23]([CH2:42][C:40]4[CH:39]=[CH:38][C:35]5[CH2:36][CH2:37][N:31]([CH:27]6[CH2:30][CH2:29][CH2:28]6)[CH2:32][CH2:33][C:34]=5[CH:41]=4)[CH2:22][CH2:21]3)[N:10]=2)=[CH:4][CH:3]=1. The catalyst class is: 322. (4) Reactant: [F:1][C:2]([F:40])([F:39])[CH2:3][CH2:4][C@@H:5]([C:16](=[O:38])[NH:17][CH:18]1[C:24](=[O:25])[NH:23][C:22]2[CH:26]=[CH:27][C:28]([O:30][CH3:31])=[CH:29][C:21]=2[C:20]([C:32]2[CH:37]=[CH:36][CH:35]=[CH:34][CH:33]=2)=[N:19]1)[C@H:6]([CH2:10][CH2:11][C:12]([F:15])([F:14])[F:13])[C:7]([OH:9])=O.[Cl-].[NH4+].CC[N:45](C(C)C)C(C)C. Product: [CH3:31][O:30][C:28]1[CH:27]=[CH:26][C:22]2[NH:23][C:24](=[O:25])[C@@H:18]([NH:17][C:16](=[O:38])[C@H:5]([CH2:4][CH2:3][C:2]([F:39])([F:1])[F:40])[C@H:6]([CH2:10][CH2:11][C:12]([F:15])([F:14])[F:13])[C:7]([NH2:45])=[O:9])[N:19]=[C:20]([C:32]3[CH:37]=[CH:36][CH:35]=[CH:34][CH:33]=3)[C:21]=2[CH:29]=1. The catalyst class is: 16. (5) Reactant: C(=O)([O-])[O-].[K+].[K+].[I-].[K+].[F:9][C:10]1[CH:11]=[C:12]2[C:16](=[CH:17][CH:18]=1)[NH:15][N:14]=[C:13]2[I:19].Cl.Cl[CH2:22][CH2:23][N:24]1[CH2:28][CH2:27][CH2:26][CH2:25]1. Product: [F:9][C:10]1[CH:11]=[C:12]2[C:16](=[CH:17][CH:18]=1)[N:15]([CH2:22][CH2:23][N:24]1[CH2:28][CH2:27][CH2:26][CH2:25]1)[N:14]=[C:13]2[I:19]. The catalyst class is: 3.